Dataset: Forward reaction prediction with 1.9M reactions from USPTO patents (1976-2016). Task: Predict the product of the given reaction. (1) The product is: [NH2:1][C:2]1[N:3]=[CH:4][C:5]2[CH:11]=[C:10]([C:12]3[CH:13]=[CH:14][C:15]([F:49])=[C:16]([NH:18][C:19]([NH:20][C:21]4[N:25]([CH2:26][CH2:27][N:28]5[CH2:29][CH2:30][NH:31][CH2:32][CH2:33]5)[N:24]=[C:23]([C:44]([CH3:45])([CH3:46])[CH3:47])[CH:22]=4)=[O:48])[CH:17]=3)[C:9](=[O:50])[N:8]([CH3:51])[C:6]=2[N:7]=1. Given the reactants [NH2:1][C:2]1[N:3]=[CH:4][C:5]2[CH:11]=[C:10]([C:12]3[CH:13]=[CH:14][C:15]([F:49])=[C:16]([NH:18][C:19](=[O:48])[NH:20][C:21]4[N:25]([CH2:26][CH2:27][N:28]5[CH2:33][CH2:32][N:31](C(OCC6C=CC=CC=6)=O)[CH2:30][CH2:29]5)[N:24]=[C:23]([C:44]([CH3:47])([CH3:46])[CH3:45])[CH:22]=4)[CH:17]=3)[C:9](=[O:50])[N:8]([CH3:51])[C:6]=2[N:7]=1, predict the reaction product. (2) Given the reactants [CH3:1][C:2]1[S:3][C:4]2[CH:10]=[CH:9][CH:8]=[CH:7][C:5]=2[N:6]=1.[Li+].C[Si]([N-][Si](C)(C)C)(C)C.C([N:28]1[CH2:33][CH2:32][C:31](=O)[CH2:30][CH2:29]1)(OC(C)(C)C)=O.FC(F)(F)C(O)=O.[OH-].[Na+], predict the reaction product. The product is: [NH:28]1[CH2:33][CH2:32][C:31](=[CH:1][C:2]2[S:3][C:4]3[CH:10]=[CH:9][CH:8]=[CH:7][C:5]=3[N:6]=2)[CH2:30][CH2:29]1. (3) Given the reactants [O:1]=[S:2]1(=[O:27])[CH2:6][C:5]2[CH:7]=[C:8]([C:11]3[CH:12]=[N:13][C:14]([O:25]C)=[C:15]4[C:20]=3[N:19]=[C:18]([C:21]([NH:23][CH3:24])=[O:22])[CH:17]=[CH:16]4)[CH:9]=[CH:10][C:4]=2[NH:3]1.Cl.N1C=CC=CC=1.C([O-])(O)=O.[Na+].ClCCl, predict the reaction product. The product is: [O:27]=[S:2]1(=[O:1])[CH2:6][C:5]2[CH:7]=[C:8]([C:11]3[CH:12]=[N:13][C:14]([OH:25])=[C:15]4[C:20]=3[N:19]=[C:18]([C:21]([NH:23][CH3:24])=[O:22])[CH:17]=[CH:16]4)[CH:9]=[CH:10][C:4]=2[NH:3]1. (4) Given the reactants [OH:1][C:2]1[CH:7]=[C:6]([O:8][CH3:9])[CH:5]=[CH:4][C:3]=1[C:10]([C:12]1[CH:17]=[CH:16][C:15]([O:18][CH2:19][C:20]2[N:21]=[C:22]([C:26]3[CH:31]=[CH:30][CH:29]=[CH:28][CH:27]=3)[O:23][C:24]=2[CH3:25])=[CH:14][CH:13]=1)=[O:11].Br[CH:33]([C:38]1[CH:43]=[CH:42][CH:41]=[CH:40][CH:39]=1)[C:34]([O:36]C)=[O:35].C(=O)([O-])[O-].[K+].[K+].CN(C)C=O, predict the reaction product. The product is: [CH3:9][O:8][C:6]1[CH:5]=[CH:4][C:3]([C:10](=[O:11])[C:12]2[CH:13]=[CH:14][C:15]([O:18][CH2:19][C:20]3[N:21]=[C:22]([C:26]4[CH:27]=[CH:28][CH:29]=[CH:30][CH:31]=4)[O:23][C:24]=3[CH3:25])=[CH:16][CH:17]=2)=[C:2]([CH:7]=1)[O:1][CH:33]([C:38]1[CH:43]=[CH:42][CH:41]=[CH:40][CH:39]=1)[C:34]([OH:36])=[O:35].